From a dataset of Forward reaction prediction with 1.9M reactions from USPTO patents (1976-2016). Predict the product of the given reaction. (1) Given the reactants Cl.[Br:2][C:3]1[CH:4]=[C:5]([CH:9]=[C:10]([NH:12]N)[CH:11]=1)[C:6]([OH:8])=[O:7].O=[C:15]1[CH2:20][CH2:19][CH:18]([C:21]([O:23][CH2:24][CH3:25])=[O:22])[CH2:17][CH2:16]1, predict the reaction product. The product is: [Br:2][C:3]1[CH:4]=[C:5]([C:6]([OH:8])=[O:7])[C:9]2[C:16]3[CH2:17][CH:18]([C:21]([O:23][CH2:24][CH3:25])=[O:22])[CH2:19][CH2:20][C:15]=3[NH:12][C:10]=2[CH:11]=1. (2) Given the reactants Cl[C:2]1[CH:7]=[CH:6][C:5]([CH:8]([CH3:10])[CH3:9])=[CH:4][N:3]=1.[CH2:11]([NH2:18])[C:12]1[CH:17]=[CH:16][CH:15]=[CH:14][CH:13]=1.C1(C2C=CC=CC=2)C=CC=CC=1P(C1CCCCC1)C1CCCCC1.CC(C)([O-])C.[Na+], predict the reaction product. The product is: [CH2:11]([N:18]1[CH:4]=[C:5]([CH:8]([CH3:10])[CH3:9])[CH:6]=[CH:7][CH:2]1[NH2:3])[C:12]1[CH:17]=[CH:16][CH:15]=[CH:14][CH:13]=1. (3) Given the reactants [Cl:1][C:2]1[CH:7]=[C:6]([N:8]([CH2:22][C:23]([F:26])([F:25])[F:24])[C:9]([C:11]2[CH:12]=[N:13][N:14]([CH:16]3[CH2:21][CH2:20][CH2:19][CH2:18][O:17]3)[CH:15]=2)=[O:10])[C:5](I)=[CH:4][N:3]=1.C([O-])(=O)C.[K+], predict the reaction product. The product is: [Cl:1][C:2]1[N:3]=[CH:4][C:5]2[C:15]3[N:14]([CH:16]4[CH2:21][CH2:20][CH2:19][CH2:18][O:17]4)[N:13]=[CH:12][C:11]=3[C:9](=[O:10])[N:8]([CH2:22][C:23]([F:26])([F:25])[F:24])[C:6]=2[CH:7]=1. (4) Given the reactants S([O-])([O-])(=O)=O.[Zn+2:6].[C:7]([O-:26])(=[O:25])[CH2:8][CH2:9][CH2:10][CH2:11][CH2:12][CH2:13][CH2:14][CH2:15][CH2:16][CH2:17][CH2:18][CH2:19][CH2:20][CH2:21][CH2:22][CH2:23][CH3:24].[K+].[OH-].[Zn+2].[OH-], predict the reaction product. The product is: [C:7]([O-:26])(=[O:25])[CH2:8][CH2:9][CH2:10][CH2:11][CH2:12][CH2:13][CH2:14][CH2:15][CH2:16][CH2:17][CH2:18][CH2:19][CH2:20][CH2:21][CH2:22][CH2:23][CH3:24].[Zn+2:6].[C:7]([O-:26])(=[O:25])[CH2:8][CH2:9][CH2:10][CH2:11][CH2:12][CH2:13][CH2:14][CH2:15][CH2:16][CH2:17][CH2:18][CH2:19][CH2:20][CH2:21][CH2:22][CH2:23][CH3:24]. (5) Given the reactants CCN(C(C)C)C(C)C.OC(C(F)(F)F)=O.[NH2:17][CH2:18][C:19]([N:21]1[CH2:26][CH2:25][N:24]([C:27](=[O:38])[C:28]2[CH:33]=[CH:32][CH:31]=[CH:30][C:29]=2[C:34]([F:37])([F:36])[F:35])[CH2:23][CH2:22]1)=[O:20].C1C=CC2N(O)N=NC=2C=1.CCN=C=NCCCN(C)C.Cl.[F:61][C:62]([F:73])([F:72])[C:63]1[CH:71]=[CH:70][C:66]([C:67](O)=[O:68])=[CH:65][CH:64]=1, predict the reaction product. The product is: [O:20]=[C:19]([N:21]1[CH2:22][CH2:23][N:24]([C:27](=[O:38])[C:28]2[CH:33]=[CH:32][CH:31]=[CH:30][C:29]=2[C:34]([F:37])([F:35])[F:36])[CH2:25][CH2:26]1)[CH2:18][NH:17][C:67](=[O:68])[C:66]1[CH:70]=[CH:71][C:63]([C:62]([F:61])([F:72])[F:73])=[CH:64][CH:65]=1. (6) Given the reactants [F:1][C:2]1[CH:3]=[C:4]([CH3:9])[CH:5]=[CH:6][C:7]=1[I:8].[Br:10]N1C(=O)CCC1=O, predict the reaction product. The product is: [Br:10][CH2:9][C:4]1[CH:5]=[CH:6][C:7]([I:8])=[C:2]([F:1])[CH:3]=1. (7) Given the reactants [CH3:1][O:2][C:3]1[CH:11]=[CH:10][CH:9]=[C:8]2[C:4]=1[CH:5]=[C:6]([C:12]([O:14][CH2:15]C)=[O:13])[NH:7]2.[Mg].ClCCl.[Cl-].[NH4+], predict the reaction product. The product is: [CH3:1][O:2][C:3]1[CH:11]=[CH:10][CH:9]=[C:8]2[C:4]=1[CH2:5][CH:6]([C:12]([O:14][CH3:15])=[O:13])[NH:7]2. (8) Given the reactants [N+:1]([C:4]1[CH:5]=[CH:6][C:7]2[O:13][CH2:12][CH2:11][NH:10][C:9](=O)[C:8]=2[CH:15]=1)([O-:3])=[O:2].Cl, predict the reaction product. The product is: [N+:1]([C:4]1[CH:5]=[CH:6][C:7]2[O:13][CH2:12][CH2:11][NH:10][CH2:9][C:8]=2[CH:15]=1)([O-:3])=[O:2]. (9) Given the reactants Br[CH2:2][C:3]1[CH:4]=[C:5]([CH:23]=[CH:24][CH:25]=1)[CH2:6][O:7][C:8]1[CH:13]=[CH:12][C:11]([C:14]2[CH:19]=[C:18]([F:20])[C:17]([F:21])=[CH:16][C:15]=2[F:22])=[CH:10][CH:9]=1.[C:26]([O:30][C:31]([CH:33]1[CH2:38][CH2:37][CH2:36][S:35](=[O:40])(=[O:39])[NH:34]1)=[O:32])([CH3:29])([CH3:28])[CH3:27].C(=O)([O-])[O-].[K+].[K+], predict the reaction product. The product is: [C:26]([O:30][C:31]([CH:33]1[CH2:38][CH2:37][CH2:36][S:35](=[O:40])(=[O:39])[N:34]1[CH2:2][C:3]1[CH:25]=[CH:24][CH:23]=[C:5]([CH2:6][O:7][C:8]2[CH:13]=[CH:12][C:11]([C:14]3[CH:19]=[C:18]([F:20])[C:17]([F:21])=[CH:16][C:15]=3[F:22])=[CH:10][CH:9]=2)[CH:4]=1)=[O:32])([CH3:29])([CH3:27])[CH3:28]. (10) Given the reactants C1(C#C)C=CC=CC=1.[C:9]([C:11]1[CH:15]=[CH:14][S:13][CH:12]=1)#[CH:10].[N:16]([C:19]1[S:20][C:21]([C:25]([NH:27][CH2:28][C:29]2[CH:34]=[CH:33][CH:32]=[CH:31][CH:30]=2)=[O:26])=[C:22]([CH3:24])[N:23]=1)=[N+:17]=[N-:18], predict the reaction product. The product is: [CH2:28]([NH:27][C:25]([C:21]1[S:20][C:19]([N:16]2[CH:10]=[C:9]([C:11]3[CH:15]=[CH:14][S:13][CH:12]=3)[N:18]=[N:17]2)=[N:23][C:22]=1[CH3:24])=[O:26])[C:29]1[CH:30]=[CH:31][CH:32]=[CH:33][CH:34]=1.